Dataset: Reaction yield outcomes from USPTO patents with 853,638 reactions. Task: Predict the reaction yield, written as a fraction of the theoretical maximum amount of product (1.0 means a 100% yield; for example, 0.34 means a 34% yield). The reactants are FC1[CH:24]=[CH:23][C:5]([CH2:6][N:7]2[C@@H:11](C)[CH2:10][N:9]([C:13]3[S:14][C:15]([C:19]([OH:21])=O)=[C:16]([CH3:18])[N:17]=3)[C:8]2=[O:22])=CC=1.C(N1CCN(C2SC(C(O)=O)=C(C)N=2)C1=O)CC=C.[N:44]1[CH:49]=[CH:48][CH:47]=[C:46]([CH2:50][NH2:51])[CH:45]=1. No catalyst specified. The product is [CH2:6]([N:7]1[CH2:11][CH2:10][N:9]([C:13]2[S:14][C:15]([C:19]([NH:51][CH2:50][C:46]3[CH:45]=[N:44][CH:49]=[CH:48][CH:47]=3)=[O:21])=[C:16]([CH3:18])[N:17]=2)[C:8]1=[O:22])[CH2:5][CH:23]=[CH2:24]. The yield is 0.620.